Dataset: Experimentally validated miRNA-target interactions with 360,000+ pairs, plus equal number of negative samples. Task: Binary Classification. Given a miRNA mature sequence and a target amino acid sequence, predict their likelihood of interaction. (1) The miRNA is hsa-miR-7850-5p with sequence GUUUGGACAUAGUGUGGCUGG. The protein sequence of the target gene is MARRSRHRLLLLLLRYLVVALGYHKAYGFSAPKDQQVVTAVEYQEAILACKTPKKTVSSRLEWKKLGRSVSFVYYQQTLQGDFKNRAEMIDFNIRIKNVTRSDAGKYRCEVSAPSEQGQNLEEDTVTLEVLVAPAVPSCEVPSSALSGTVVELRCQDKEGNPAPEYTWFKDGIRLLENPRLGSQSTNSSYTMNTKTGTLQFNTVSKLDTGEYSCEARNSVGYRRCPGKRMQVDDLNISGIIAAVVVVALVISVCGLGVCYAQRKGYFSKETSFQKSNSSSKATTMSENDFKHTKSFII. Result: 0 (no interaction). (2) Result: 0 (no interaction). The protein sequence of the target gene is MASGGNQSPPPPPAAAASSEEEEEDGDAADRAQPAGSPSHQIQQRFEELCSRLNMDEAARAEAWSSYRSMSESYTLEGNDLHWLACALYVACRKSVPTVSKGTAEGNYVSLTRILRCSEQSLIEFFNKMKKWEDMANLPPHFRERTERLERNFTVSAVIFKKYEPIFQDIFKYPQEEQPRQQRGRKQRRQPCTTSEIFHFCWVLFIYAKGNFPMISDDLVNSYHLLLCALDLVYGNALQCSNRKELVNPNFKGLSEDCHPKDSKASSDPPCVIEKLCSLHDGLVLEAKGIKEHFWKPYIR.... The miRNA is hsa-miR-376a-3p with sequence AUCAUAGAGGAAAAUCCACGU. (3) The miRNA is rno-miR-146a-5p with sequence UGAGAACUGAAUUCCAUGGGUU. The protein sequence of the target gene is MAFMVKSMVGGQLKNLTGSLGGGEDKGDGDKSAAEAQGMSREEYEEYQKQLVEEKMERDAQFTQRKAERATLRSHFRDKYRLPKNETDESQIQLAGGDVELPRELAKMIEEDTEEEEDKASVLGQLASLPGLDLSSLKDKAQTTLGDLKQSAEKCHIM. Result: 0 (no interaction).